From a dataset of Full USPTO retrosynthesis dataset with 1.9M reactions from patents (1976-2016). Predict the reactants needed to synthesize the given product. (1) Given the product [CH2:41]([O:40][C:38](=[O:39])[CH2:37][O:31][C:20]1[CH:21]=[C:22]([O:28][CH2:29][CH3:30])[C:23]([O:25][CH2:26][CH3:27])=[CH:24][C:19]=1[CH:10]([NH:9][C:6]1[CH:7]=[CH:8][C:3]([C:1]#[N:2])=[CH:4][CH:5]=1)[CH2:11][NH:12][S:13]([CH2:16][CH2:17][CH3:18])(=[O:15])=[O:14])[CH3:42], predict the reactants needed to synthesize it. The reactants are: [C:1]([C:3]1[CH:8]=[CH:7][C:6]([NH:9][CH:10]([C:19]2[CH:24]=[C:23]([O:25][CH2:26][CH3:27])[C:22]([O:28][CH2:29][CH3:30])=[CH:21][C:20]=2[OH:31])[CH2:11][NH:12][S:13]([CH2:16][CH2:17][CH3:18])(=[O:15])=[O:14])=[CH:5][CH:4]=1)#[N:2].C(=O)(O)[O-].Br[CH2:37][C:38]([O:40][CH2:41][CH3:42])=[O:39]. (2) Given the product [C:34]([O:38][C:39](=[O:52])[C@H:40]([CH2:45][C:46]1[CH:47]=[CH:48][CH:49]=[CH:50][CH:51]=1)[N:12]([C:13](=[O:14])[NH:33][N:32]=[C:19]([C:26]1[CH:27]=[CH:28][CH:29]=[CH:30][CH:31]=1)[C:20]1[CH:25]=[CH:24][CH:23]=[CH:22][CH:21]=1)[CH2:17][C:16]#[CH:15])([CH3:37])([CH3:35])[CH3:36], predict the reactants needed to synthesize it. The reactants are: [CH2:16]1[C:17](=O)[N:12](OC(O[N:12]2[C:17](=O)[CH2:16][CH2:15][C:13]2=[O:14])=O)[C:13](=[O:14])[CH2:15]1.[C:19](=[N:32][NH2:33])([C:26]1[CH:31]=[CH:30][CH:29]=[CH:28][CH:27]=1)[C:20]1[CH:25]=[CH:24][CH:23]=[CH:22][CH:21]=1.[C:34]([O:38][C:39](=[O:52])[C@H:40]([CH2:45][C:46]1[CH:51]=[CH:50][CH:49]=[CH:48][CH:47]=1)NCC#C)([CH3:37])([CH3:36])[CH3:35].CCN(C(C)C)C(C)C. (3) The reactants are: [NH2:1][C:2]1[C:15]2[C:14](=[O:16])[C:13](=[O:17])[C:12]3[C:7](=[CH:8][CH:9]=[CH:10][CH:11]=3)[C:6]=2[CH:5]=[CH:4][CH:3]=1.C([O-])([O-])=O.[Na+].[Na+].Cl[C:25](=[O:32])[CH2:26][CH2:27][C:28]([O:30][CH3:31])=[O:29]. Given the product [CH3:31][O:30][C:28](=[O:29])[CH2:27][CH2:26][C:25]([NH:1][C:2]1[C:15]2[C:14](=[O:16])[C:13](=[O:17])[C:12]3[C:7](=[CH:8][CH:9]=[CH:10][CH:11]=3)[C:6]=2[CH:5]=[CH:4][CH:3]=1)=[O:32], predict the reactants needed to synthesize it. (4) Given the product [C:3]1([CH3:2])[CH:8]=[CH:7][C:6]([C:9]2[C:18](=[O:19])[C:17]3[C:12](=[CH:13][CH:14]=[N:15][C:16]=3[NH:20][CH2:37][CH2:36][C:33]3[CH:34]=[CH:35][CH:30]=[CH:31][CH:32]=3)[NH:11][CH:10]=2)=[CH:5][CH:4]=1, predict the reactants needed to synthesize it. The reactants are: F[C:2](F)(F)[C:3]1[CH:8]=[CH:7][C:6]([C:9]2[C:18](=[O:19])[C:17]3[C:12](=[CH:13][CH:14]=[N:15][C:16]=3[NH:20]C3C=CC=CC=3)[NH:11][CH:10]=2)=[CH:5][CH:4]=1.Cl[C:30]1[CH:35]=[CH:34][C:33]([CH2:36][C:37](OCC)=O)=[CH:32][CH:31]=1.FC(F)(F)C1C=CC(CC(OCC)=O)=CC=1.C(N)CC1C=CC=CC=1.NC1C=CC=CC=1. (5) Given the product [NH2:1][C:2]1[N:10]=[CH:9][C:8]([Br:11])=[CH:7][C:3]=1[C:4]([NH:36][C:31]12[CH2:30][CH:35]([CH2:32]1)[CH2:34]2)=[O:6], predict the reactants needed to synthesize it. The reactants are: [NH2:1][C:2]1[N:10]=[CH:9][C:8]([Br:11])=[CH:7][C:3]=1[C:4]([OH:6])=O.CCN(C(C)C)C(C)C.CN(C(ON1N=[N:36][C:31]2[CH:32]=C[CH:34]=[CH:35][C:30]1=2)=[N+](C)C)C.[B-](F)(F)(F)F. (6) The reactants are: [OH:1][C@@H:2]([C@H:4]1[C:40](=[O:41])[N:6]2[C:7]([C:27]([O:29][CH2:30][C:31]3[CH:36]=[CH:35][C:34]([N+:37]([O-:39])=[O:38])=[CH:33][CH:32]=3)=[O:28])=[C:8]([C:11]3[S:15][C:14]4=[C:16]([C:19]([C:21]5[CH:22]=[N:23][CH:24]=[CH:25][CH:26]=5)=[O:20])[N:17]=[CH:18][N:13]4[CH:12]=3)[C@H:9]([CH3:10])[C@H:5]12)[CH3:3].[F:42][C:43]([F:50])([F:49])[S:44]([O:47]C)(=[O:46])=[O:45]. Given the product [F:42][C:43]([F:50])([F:49])[S:44]([O-:47])(=[O:46])=[O:45].[OH:1][C@@H:2]([C@H:4]1[C:40](=[O:41])[N:6]2[C:7]([C:27]([O:29][CH2:30][C:31]3[CH:32]=[CH:33][C:34]([N+:37]([O-:39])=[O:38])=[CH:35][CH:36]=3)=[O:28])=[C:8]([C:11]3[S:15][C:14]4=[C:16]([C:19]([C:21]5[CH:22]=[N+:23]([CH3:43])[CH:24]=[CH:25][CH:26]=5)=[O:20])[N:17]=[CH:18][N:13]4[CH:12]=3)[C@H:9]([CH3:10])[C@H:5]12)[CH3:3], predict the reactants needed to synthesize it. (7) Given the product [CH3:1][N:2]([C@@H:15]1[CH2:19][CH2:18][NH:17][CH2:16]1)[C:3](=[O:14])[C:4]1[CH:9]=[CH:8][CH:7]=[CH:6][C:5]=1[C:10]([F:13])([F:11])[F:12], predict the reactants needed to synthesize it. The reactants are: [CH3:1][N:2]([C@@H:15]1[CH2:19][CH2:18][N:17](C(OC(C)(C)C)=O)[CH2:16]1)[C:3](=[O:14])[C:4]1[CH:9]=[CH:8][CH:7]=[CH:6][C:5]=1[C:10]([F:13])([F:12])[F:11]. (8) The reactants are: F[C:2](F)(F)C(O)=O.C(OC([NH:15][C@H:16]([C:36]([O-:38])=[O:37])[CH2:17][C:18]1[S:19][C:20]([CH2:23][CH2:24][CH2:25][C:26]2[CH:35]=[CH:34][C:33]3[CH2:32][CH2:31][CH2:30][NH:29][C:28]=3[N:27]=2)=[CH:21][CH:22]=1)=O)(C)(C)C. Given the product [N:27]1[C:28]2[NH:29][CH2:30][CH2:31][CH2:32][C:33]=2[CH:34]=[CH:35][C:26]=1[CH2:25][CH2:24][CH2:23][C:20]1[S:19][C:18]([CH2:17][C@@H:16]([C:36]([O:38][CH3:2])=[O:37])[NH2:15])=[CH:22][CH:21]=1, predict the reactants needed to synthesize it.